Predict the product of the given reaction. From a dataset of Forward reaction prediction with 1.9M reactions from USPTO patents (1976-2016). (1) The product is: [CH3:29][C:23]1[CH:24]=[C:25]([CH3:28])[CH:26]=[CH:27][C:22]=1[CH2:21][NH:20][CH2:19][C@H:13]([N:10]1[CH2:11][CH2:12][C@H:8]([NH:7][C:67]([NH:66][C:62]2[CH:63]=[CH:64][CH:65]=[C:60]([C:59]([F:69])([F:70])[F:58])[CH:61]=2)=[O:68])[C:9]1=[O:40])[C@@H:14]([OH:18])[CH2:15][CH2:16][CH3:17]. Given the reactants C(OC(=O)[NH:7][C@H:8]1[CH2:12][CH2:11][N:10]([C@@H:13]([CH2:19][N:20](C(OCC2C=CC=CC=2)=O)[CH2:21][C:22]2[CH:27]=[CH:26][C:25]([CH3:28])=[CH:24][C:23]=2[CH3:29])[C@@H:14]([OH:18])[C:15]#[C:16][CH3:17])[C:9]1=[O:40])(C)(C)C.C(O)(C(F)(F)F)=O.C(N(CC)C(C)C)(C)C.[F:58][C:59]([F:70])([F:69])[C:60]1[CH:61]=[C:62]([N:66]=[C:67]=[O:68])[CH:63]=[CH:64][CH:65]=1, predict the reaction product. (2) Given the reactants C(OC([NH:8][CH2:9][C:10]([NH:12][CH2:13][CH2:14][CH2:15][C@H:16]([N:33]([CH3:46])[C:34]([NH:36][CH2:37][C:38]1[CH:43]=[CH:42][CH:41]=[C:40]([F:44])[C:39]=1[Cl:45])=[O:35])[CH2:17][O:18][C:19](=[O:32])[NH:20][C:21]1[N:22]=[CH:23][C:24]2[C:29]([CH:30]=1)=[CH:28][C:27]([F:31])=[CH:26][CH:25]=2)=[O:11])=O)(C)(C)C.C(O)(C(F)(F)F)=O, predict the reaction product. The product is: [F:31][C:27]1[CH:28]=[C:29]2[C:24](=[CH:25][CH:26]=1)[CH:23]=[N:22][C:21]([NH:20][C:19](=[O:32])[O:18][CH2:17][C@@H:16]([N:33]([CH3:46])[C:34]([NH:36][CH2:37][C:38]1[CH:43]=[CH:42][CH:41]=[C:40]([F:44])[C:39]=1[Cl:45])=[O:35])[CH2:15][CH2:14][CH2:13][NH:12][C:10](=[O:11])[CH2:9][NH2:8])=[CH:30]2.